From a dataset of Full USPTO retrosynthesis dataset with 1.9M reactions from patents (1976-2016). Predict the reactants needed to synthesize the given product. (1) Given the product [CH3:1][S:2][C:3]1[N:8]=[C:7]([C:9]2[S:13][C:12]([S:14]([NH:18][C:19]3[CH:24]=[CH:23][CH:22]=[C:21]([C:25]4[NH:29][N:28]=[N:27][N:26]=4)[CH:20]=3)(=[O:16])=[O:15])=[CH:11][CH:10]=2)[CH:6]=[CH:5][N:4]=1, predict the reactants needed to synthesize it. The reactants are: [CH3:1][S:2][C:3]1[N:8]=[C:7]([C:9]2[S:13][C:12]([S:14](Cl)(=[O:16])=[O:15])=[CH:11][CH:10]=2)[CH:6]=[CH:5][N:4]=1.[NH2:18][C:19]1[CH:20]=[C:21]([C:25]2[NH:29][N:28]=[N:27][N:26]=2)[CH:22]=[CH:23][CH:24]=1. (2) Given the product [F:13][C:14]1[CH:24]=[CH:23][C:17]([O:18][C:19]2[C:8]3[C:7](=[CH:6][C:5]([S:2]([CH3:1])(=[O:4])=[O:3])=[CH:10][CH:9]=3)[NH:11][C:20]=2[CH3:21])=[CH:16][CH:15]=1, predict the reactants needed to synthesize it. The reactants are: [CH3:1][S:2]([C:5]1[CH:6]=[C:7]([NH:11]N)[CH:8]=[CH:9][CH:10]=1)(=[O:4])=[O:3].[F:13][C:14]1[CH:24]=[CH:23][C:17]([O:18][CH2:19][C:20](=O)[CH3:21])=[CH:16][CH:15]=1.P(Cl)(Cl)Cl. (3) Given the product [CH:13](=[N:5][CH2:4][CH2:3][CH2:2][Br:1])[C:14]1[CH:19]=[CH:18][CH:17]=[CH:16][CH:15]=1, predict the reactants needed to synthesize it. The reactants are: [Br:1][CH2:2][CH2:3][CH2:4][NH2:5].C(N(CC)CC)C.[CH:13](=O)[C:14]1[CH:19]=[CH:18][CH:17]=[CH:16][CH:15]=1.S([O-])([O-])(=O)=O.[Mg+2]. (4) Given the product [Br:29][C:30]1[N:31]=[C:32]2[N:43]([CH2:44][CH3:45])[C:38](=[O:39])[CH2:37][NH:36][C:33]2=[N:34][CH:35]=1, predict the reactants needed to synthesize it. The reactants are: BrC1C(NCC(OCC)=O)=NC=C(Br)N=1.Cl.C(N)C.C(N(CC)C(C)C)(C)C.[Br:29][C:30]1[N:31]=[C:32]([NH:43][CH2:44][CH3:45])[C:33]([NH:36][CH2:37][C:38](OCC)=[O:39])=[N:34][CH:35]=1.